This data is from Catalyst prediction with 721,799 reactions and 888 catalyst types from USPTO. The task is: Predict which catalyst facilitates the given reaction. (1) Reactant: [CH3:1][NH:2][CH2:3][C:4]1[CH:9]=[CH:8][CH:7]=[CH:6][CH:5]=1.C(=O)([O-])[O-].[K+].[K+].Cl[CH2:17][C:18](=[O:20])[CH3:19]. Product: [CH2:3]([N:2]([CH3:1])[CH2:17][C:18]([CH3:19])=[O:20])[C:4]1[CH:9]=[CH:8][CH:7]=[CH:6][CH:5]=1. The catalyst class is: 11. (2) Reactant: [N:1]1[C:6]([C:7](OC)=[O:8])=[CH:5][CH:4]=[CH:3][C:2]=1[C:11]([O:13][CH3:14])=[O:12].[BH4-].[Na+]. Product: [CH3:14][O:13][C:11]([C:2]1[CH:3]=[CH:4][CH:5]=[C:6]([CH2:7][OH:8])[N:1]=1)=[O:12]. The catalyst class is: 111. (3) Reactant: [C:1](Cl)(=[O:3])[CH3:2].[Br:5][C:6]1[CH:7]=[C:8]([C:20]([CH3:23])([CH3:22])[CH3:21])[C:9]([O:18][CH3:19])=[C:10]([N:12]2[CH2:17][CH2:16][NH:15][CH2:14][CH2:13]2)[CH:11]=1.C(N(CC)CC)C. Product: [Br:5][C:6]1[CH:7]=[C:8]([C:20]([CH3:23])([CH3:22])[CH3:21])[C:9]([O:18][CH3:19])=[C:10]([N:12]2[CH2:13][CH2:14][N:15]([C:1](=[O:3])[CH3:2])[CH2:16][CH2:17]2)[CH:11]=1. The catalyst class is: 124. (4) Reactant: [Cl:1][C:2]1[CH:3]=[C:4]([NH:16][C:17]2[C:26]3[C:21](=[CH:22][CH:23]=[CH:24][C:25]=3[O:27][C@H:28]([CH3:32])[C:29]([OH:31])=O)[N:20]=[CH:19][N:18]=2)[CH:5]=[CH:6][C:7]=1[O:8][CH2:9][C:10]1[CH:15]=[CH:14][CH:13]=[CH:12][N:11]=1.C(N(CC)C(C)C)(C)C.CN(C(ON1N=NC2C=CC=NC1=2)=[N+](C)C)C.F[P-](F)(F)(F)(F)F.[NH:66]1[CH2:71][CH2:70][O:69][CH2:68][CH2:67]1. Product: [Cl:1][C:2]1[CH:3]=[C:4]([NH:16][C:17]2[C:26]3[C:21](=[CH:22][CH:23]=[CH:24][C:25]=3[O:27][C@H:28]([CH3:32])[C:29]([N:66]3[CH2:71][CH2:70][O:69][CH2:68][CH2:67]3)=[O:31])[N:20]=[CH:19][N:18]=2)[CH:5]=[CH:6][C:7]=1[O:8][CH2:9][C:10]1[CH:15]=[CH:14][CH:13]=[CH:12][N:11]=1. The catalyst class is: 287. (5) Reactant: Br[C:2]1[S:18][C:5]2[S:6][CH2:7][CH2:8][CH:9]([O:10][Si:11]([C:14]([CH3:17])([CH3:16])[CH3:15])([CH3:13])[CH3:12])[C:4]=2[CH:3]=1.C([Li])CCC.Cl[Sn:25]([CH2:34][CH2:35][CH2:36][CH3:37])([CH2:30][CH2:31][CH2:32][CH3:33])[CH2:26][CH2:27][CH2:28][CH3:29]. Product: [C:14]([Si:11]([CH3:13])([CH3:12])[O:10][CH:9]1[CH2:8][CH2:7][S:6][C:5]2[S:18][C:2]([Sn:25]([CH2:30][CH2:31][CH2:32][CH3:33])([CH2:34][CH2:35][CH2:36][CH3:37])[CH2:26][CH2:27][CH2:28][CH3:29])=[CH:3][C:4]1=2)([CH3:17])([CH3:16])[CH3:15]. The catalyst class is: 1. (6) Reactant: C(O[CH2:4][CH3:5])C.C[Li].C1(C2([C:19]3[C:31]4[CH2:30][C:29]5[C:24](=[CH:25][CH:26]=[C:27]([C:32]([CH3:35])([CH3:34])[CH3:33])[CH:28]=5)[C:23]=4[CH:22]=[CH:21][C:20]=3[C:36]([CH3:39])([CH3:38])[CH3:37])CCCCC2)C=CC=C1.[Cl-:40].[Cl-].[Cl-].[Cl-].[Zr+4:44]. Product: [Cl-:40].[Cl-:40].[C:19]1(=[Zr+2:44]([CH:5]2[CH:4]=[CH:29][CH:24]=[CH:25]2)[C:19]2[C:31]3[CH2:30][C:25]4[C:24](=[CH:29][CH:28]=[C:27]([C:32]([CH3:33])([CH3:34])[CH3:35])[CH:26]=4)[C:23]=3[CH:22]=[CH:21][C:20]=2[C:36]([CH3:38])([CH3:37])[CH3:39])[CH2:31][CH2:23][CH2:22][CH2:21][CH2:20]1. The catalyst class is: 410. (7) The catalyst class is: 9. Product: [Cl:34][C:35]1[CH:36]=[C:37]([CH:54]=[CH:55][CH:56]=1)[CH2:38][NH:39][C:40]1[N:53]=[C:43]2[C:44]([O:51][CH3:52])=[CH:45][C:46]([C:48]([N:64]3[CH2:63][CH:62]([CH3:65])[CH2:58][CH2:57][CH:59]3[CH2:60][CH2:13][OH:17])=[O:50])=[CH:47][N:42]2[N:41]=1. Reactant: C(N(CC)C(C)C)(C)C.CN([C:13]([O:17]N1N=NC2C=CC=NC1=2)=[N+](C)C)C.F[P-](F)(F)(F)(F)F.[Cl:34][C:35]1[CH:36]=[C:37]([CH:54]=[CH:55][CH:56]=1)[CH2:38][NH:39][C:40]1[N:53]=[C:43]2[C:44]([O:51][CH3:52])=[CH:45][C:46]([C:48]([OH:50])=O)=[CH:47][N:42]2[N:41]=1.[CH2:57]([CH:59]1[NH:64][CH2:63][CH:62]([CH3:65])N[C:60]1=O)[CH3:58]. (8) Reactant: [NH2:1][C:2]([C:4]1[CH:5]=[C:6](B(O)O)[CH:7]=[CH:8][CH:9]=1)=[O:3].Br[C:14]1[CH:22]=[CH:21][C:17]([CH2:18][CH2:19][NH2:20])=[CH:16][CH:15]=1.C1(C)C=CC=CC=1.CCO. Product: [NH2:20][CH2:19][CH2:18][C:17]1[CH:21]=[CH:22][C:14]([C:6]2[CH:7]=[CH:8][CH:9]=[C:4]([C:2]([NH2:1])=[O:3])[CH:5]=2)=[CH:15][CH:16]=1. The catalyst class is: 57. (9) Reactant: FC(F)(F)C(O)=O.[F:8][C:9]1[CH:10]=[C:11]([N:21]([CH2:31][CH:32]2[CH2:37][CH2:36][N:35](C(OC(C)(C)C)=O)[CH2:34][CH2:33]2)[C:22](=[O:30])[CH2:23][CH:24]2[CH2:29][CH2:28][O:27][CH2:26][CH2:25]2)[CH:12]=[CH:13][C:14]=1[N:15]1[CH2:20][CH2:19][O:18][CH2:17][CH2:16]1. Product: [F:8][C:9]1[CH:10]=[C:11]([N:21]([CH2:31][CH:32]2[CH2:33][CH2:34][NH:35][CH2:36][CH2:37]2)[C:22](=[O:30])[CH2:23][CH:24]2[CH2:29][CH2:28][O:27][CH2:26][CH2:25]2)[CH:12]=[CH:13][C:14]=1[N:15]1[CH2:20][CH2:19][O:18][CH2:17][CH2:16]1. The catalyst class is: 2. (10) Reactant: C([Li])CCC.[C:6]([O:10][C:11]([N:13]1[CH2:21][C:20]2[C:15](=[CH:16][CH:17]=[C:18](Br)[CH:19]=2)[CH2:14]1)=[O:12])([CH3:9])([CH3:8])[CH3:7].[CH3:23][N:24]1[CH2:29][CH2:28][C:27](=[O:30])[CH2:26][CH2:25]1. Product: [C:6]([O:10][C:11]([N:13]1[CH2:21][C:20]2[C:15](=[CH:16][CH:17]=[C:18]([C:27]3([OH:30])[CH2:28][CH2:29][N:24]([CH3:23])[CH2:25][CH2:26]3)[CH:19]=2)[CH2:14]1)=[O:12])([CH3:9])([CH3:8])[CH3:7]. The catalyst class is: 1.